Dataset: Forward reaction prediction with 1.9M reactions from USPTO patents (1976-2016). Task: Predict the product of the given reaction. (1) Given the reactants [N+:1]([C:4]1[C:9]2[CH2:10][CH:11]([CH2:13][OH:14])[O:12][C:8]=2[CH:7]=[CH:6][CH:5]=1)([O-])=O, predict the reaction product. The product is: [NH2:1][C:4]1[C:9]2[CH2:10][CH:11]([CH2:13][OH:14])[O:12][C:8]=2[CH:7]=[CH:6][CH:5]=1. (2) The product is: [Br:1][C:2]1[CH:3]=[C:4]([C:13]#[N:14])[C:5]2[C:10]([CH:11]=1)=[CH:9][CH:8]=[C:7]([OH:12])[C:6]=2[Cl:22]. Given the reactants [Br:1][C:2]1[CH:3]=[C:4]([C:13]#[N:14])[C:5]2[C:10]([CH:11]=1)=[CH:9][CH:8]=[C:7]([OH:12])[CH:6]=2.C1C(=O)N([Cl:22])C(=O)C1, predict the reaction product. (3) The product is: [CH:1]1([O:5][C:6]2[CH:7]=[N:8][N:9]([CH:13]([CH2:17][CH:18]3[CH2:22][CH2:21][CH2:20][CH2:19]3)[C:14]([NH:35][C:32]3[CH:33]=[CH:34][N:30]([CH2:29][C@@H:27]4[CH2:26][O:25][C:24]([CH3:36])([CH3:23])[O:28]4)[N:31]=3)=[O:16])[C:10](=[O:12])[CH:11]=2)[CH2:2][CH2:3][CH2:4]1. Given the reactants [CH:1]1([O:5][C:6]2[CH:7]=[N:8][N:9]([CH:13]([CH2:17][CH:18]3[CH2:22][CH2:21][CH2:20][CH2:19]3)[C:14]([OH:16])=O)[C:10](=[O:12])[CH:11]=2)[CH2:4][CH2:3][CH2:2]1.[CH3:23][C:24]1([CH3:36])[O:28][C@H:27]([CH2:29][N:30]2[CH:34]=[CH:33][C:32]([NH2:35])=[N:31]2)[CH2:26][O:25]1, predict the reaction product. (4) Given the reactants [C:1]([O:5][C:6](=[O:33])[NH:7][CH2:8][C@H:9]([CH2:25][C:26]1[CH:31]=[CH:30][C:29]([Cl:32])=[CH:28][CH:27]=1)[C:10](N1[C@H](C)[C@H](C2C=CC=CC=2)OC1=O)=[O:11])([CH3:4])([CH3:3])[CH3:2].[Li+].[OH-].OO.[O-:38]S([O-])=O.[Na+].[Na+], predict the reaction product. The product is: [C:1]([O:5][C:6]([NH:7][CH2:8][C@H:9]([CH2:25][C:26]1[CH:31]=[CH:30][C:29]([Cl:32])=[CH:28][CH:27]=1)[C:10]([OH:11])=[O:38])=[O:33])([CH3:2])([CH3:3])[CH3:4]. (5) Given the reactants Cl[C:2]1[C:3]([N+]([O-])=O)=[C:4]([N+]([O-])=O)[C:5]2[C:10]([CH:11]=1)=[CH:9][CH:8]=[CH:7][CH:6]=2.CO[C:20]1C=C(Cl)C(OC)=C[C:25]=1Cl.C(C1C(Cl)=C(C#N)C(Cl)=C(Cl)C=1Cl)#N.ClC1C(Cl)=C(Cl)C(Cl)=C(Cl)C=1Cl.ClC1C(O)=C(Cl)C(Cl)=C(Cl)C=1Cl.C1([N+]([O-])=O)C(Cl)=C(Cl)C(Cl)=C(Cl)C=1Cl.ClC1C([O-])=C(Cl)C(Cl)=C(Cl)C=1Cl.[Na+].C1C(Cl)=C(Cl)C([N+]([O-])=O)=C(Cl)C=1Cl, predict the reaction product. The product is: [C:10]1([C:11]2[CH:2]=[CH:3][CH:4]=[CH:25][CH:20]=2)[CH:9]=[CH:8][CH:7]=[CH:6][CH:5]=1.